This data is from Full USPTO retrosynthesis dataset with 1.9M reactions from patents (1976-2016). The task is: Predict the reactants needed to synthesize the given product. (1) Given the product [CH2:1]([O:3][C:4](=[O:33])[CH:5]([C:6]1[CH:7]=[C:8]([C:16]2[CH:21]=[CH:20][C:19]([C:22]([F:23])([F:24])[F:25])=[CH:18][C:17]=2[CH2:26][N:27]([C:30](=[O:32])[CH3:31])[CH2:28][CH3:29])[CH:9]=[C:10]([C:12]([F:15])([F:14])[F:13])[CH:11]=1)[CH3:35])[CH3:2], predict the reactants needed to synthesize it. The reactants are: [CH2:1]([O:3][C:4](=[O:33])[CH2:5][C:6]1[CH:7]=[C:8]([C:16]2[CH:21]=[CH:20][C:19]([C:22]([F:25])([F:24])[F:23])=[CH:18][C:17]=2[CH2:26][N:27]([C:30](=[O:32])[CH3:31])[CH2:28][CH3:29])[CH:9]=[C:10]([C:12]([F:15])([F:14])[F:13])[CH:11]=1)[CH3:2].I[CH3:35]. (2) Given the product [OH:30][CH2:29][CH2:28][N:26]1[N:25]=[N:24][C:23]([C:20]2[CH:21]=[CH:22][C:17]([N:14]3[CH2:15][CH2:16][NH:11][CH2:12][CH2:13]3)=[N:18][CH:19]=2)=[N:27]1, predict the reactants needed to synthesize it. The reactants are: C(OC([N:11]1[CH2:16][CH2:15][N:14]([C:17]2[CH:22]=[CH:21][C:20]([C:23]3[N:24]=[N:25][N:26]([CH2:28][CH2:29][OH:30])[N:27]=3)=[CH:19][N:18]=2)[CH2:13][CH2:12]1)=O)C1C=CC=CC=1.CO.C(Cl)(Cl)Cl. (3) Given the product [CH:19]1([C:8]2[CH:7]=[C:6]([C:4]([O:3][CH2:1][CH3:2])=[O:5])[C:15](=[O:16])[N:14]3[C:9]=2[C:10]([CH3:18])=[C:11]([C:26]2[CH:27]=[CH:28][C:23]([CH3:22])=[CH:24][CH:25]=2)[CH:12]=[CH:13]3)[CH2:21][CH2:20]1, predict the reactants needed to synthesize it. The reactants are: [CH2:1]([O:3][C:4]([C:6]1[C:15](=[O:16])[N:14]2[C:9]([C:10]([CH3:18])=[C:11](Cl)[CH:12]=[CH:13]2)=[C:8]([CH:19]2[CH2:21][CH2:20]2)[CH:7]=1)=[O:5])[CH3:2].[CH3:22][C:23]1[CH:28]=[CH:27][C:26](B(O)O)=[CH:25][CH:24]=1.C([O-])([O-])=O.[Na+].[Na+]. (4) Given the product [F:1][C:2]1[CH:3]=[C:4]([CH:8]=[C:9]([I:12])[C:10]=1[CH3:11])[C:5]([O:7][CH3:18])=[O:6], predict the reactants needed to synthesize it. The reactants are: [F:1][C:2]1[CH:3]=[C:4]([CH:8]=[C:9]([I:12])[C:10]=1[CH3:11])[C:5]([OH:7])=[O:6].S(=O)(=O)(O)O.[CH3:18]O. (5) Given the product [Cl:1][C:2]1[CH:7]=[C:6]([Cl:8])[CH:5]=[CH:4][C:3]=1[C:13]1[CH:22]=[C:21]([O:23][CH3:24])[C:20]2[NH:19][CH2:18][C@@H:17]3[CH2:25][NH:26][CH2:27][C@@H:16]3[C:15]=2[CH:14]=1, predict the reactants needed to synthesize it. The reactants are: [Cl:1][C:2]1[CH:7]=[C:6]([Cl:8])[CH:5]=[CH:4][C:3]=1B(O)O.Br[C:13]1[CH:22]=[C:21]([O:23][CH3:24])[C:20]2[NH:19][CH2:18][C@@H:17]3[CH2:25][N:26](C(OC(C)(C)C)=O)[CH2:27][C@@H:16]3[C:15]=2[CH:14]=1. (6) Given the product [Br:13][CH2:12][C:3]1[C:4]([O:10][CH3:11])=[N:5][CH:6]=[C:7]([CH:2]=1)[C:8]#[N:9], predict the reactants needed to synthesize it. The reactants are: C[C:2]1[C:7]([C:8]#[N:9])=[CH:6][N:5]=[C:4]([O:10][CH3:11])[C:3]=1[CH3:12].[Br:13]N1C(=O)CCC1=O. (7) Given the product [Cl:19][C:20]1[C:25]2[CH:26]=[N:27][N:28]([CH:18]3[CH2:17][CH2:16][CH2:15][CH2:14][O:13]3)[C:24]=2[CH:23]=[C:22]([CH3:29])[N:21]=1, predict the reactants needed to synthesize it. The reactants are: O.C1(C)C=CC(S(O)(=O)=O)=CC=1.[O:13]1[CH:18]=[CH:17][CH2:16][CH2:15][CH2:14]1.[Cl:19][C:20]1[C:25]2[CH:26]=[N:27][NH:28][C:24]=2[CH:23]=[C:22]([CH3:29])[N:21]=1.